From a dataset of Forward reaction prediction with 1.9M reactions from USPTO patents (1976-2016). Predict the product of the given reaction. (1) The product is: [C:30]([NH:29][S:26]([C:23]1[CH:24]=[CH:25][C:20]([C:10]2[S:9][C:8]([C:11]([NH:13][CH2:14][C:15]([OH:18])([CH3:16])[CH3:17])=[O:12])=[N:7][C:6]=2[CH2:5][CH:1]2[CH2:2][CH2:3][CH2:4]2)=[C:21]([Cl:35])[C:22]=1[Cl:34])(=[O:28])=[O:27])([CH3:33])([CH3:31])[CH3:32]. Given the reactants [CH:1]1([CH2:5][C:6]2[N:7]=[C:8]([C:11]([NH:13][CH2:14][C:15]([OH:18])([CH3:17])[CH3:16])=[O:12])[S:9][CH:10]=2)[CH2:4][CH2:3][CH2:2]1.Br[C:20]1[CH:25]=[CH:24][C:23]([S:26]([NH:29][C:30]([CH3:33])([CH3:32])[CH3:31])(=[O:28])=[O:27])=[C:22]([Cl:34])[C:21]=1[Cl:35].C([O-])([O-])=O.[K+].[K+].C1(P(C2CCCCC2)C2CCCCC2)CCCCC1.[H+].[B-](F)(F)(F)F.C(O)(C(C)(C)C)=O, predict the reaction product. (2) Given the reactants N[C:2]1[CH:14]=[CH:13][C:5]([CH2:6][N:7]2[CH2:12][CH2:11][CH2:10][CH2:9][CH2:8]2)=[CH:4][CH:3]=1.[CH2:15]([NH:20][C:21]([C:23]1[N:24]=[N:25][C:26](Cl)=[CH:27][CH:28]=1)=[O:22])[CH2:16][CH2:17][CH2:18][CH3:19].[N:30]12CCCN=C1CCCCC2, predict the reaction product. The product is: [CH2:15]([NH:20][C:21]([C:23]1[N:24]=[N:25][C:26]([NH:30][CH:10]2[CH2:11][CH2:12][N:7]([CH2:6][C:5]3[CH:13]=[CH:14][CH:2]=[CH:3][CH:4]=3)[CH2:8][CH2:9]2)=[CH:27][CH:28]=1)=[O:22])[CH2:16][CH2:17][CH2:18][CH3:19]. (3) Given the reactants [Cl:1][C:2]1[CH:18]=[CH:17][C:5]2[CH2:6][CH2:7][N:8]([C:11](=[O:16])[C:12]([F:15])([F:14])[F:13])[CH2:9][CH2:10][C:4]=2[C:3]=1[N:19]1[CH2:22][CH:21]([O:23][Si](C(C)(C)C)(C)C)[CH2:20]1.[F-].C([N+](CCCC)(CCCC)CCCC)CCC.C(O)(=O)C, predict the reaction product. The product is: [Cl:1][C:2]1[CH:18]=[CH:17][C:5]2[CH2:6][CH2:7][N:8]([C:11](=[O:16])[C:12]([F:14])([F:13])[F:15])[CH2:9][CH2:10][C:4]=2[C:3]=1[N:19]1[CH2:22][CH:21]([OH:23])[CH2:20]1. (4) Given the reactants [H-].[H-].[H-].[H-].[Li+].[Al+3].C([O:14][C:15](=O)[C:16]1[CH:21]=[C:20]([F:22])[CH:19]=[CH:18][C:17]=1[O:23][CH2:24][C:25]1[CH:30]=[CH:29][CH:28]=[CH:27][CH:26]=1)C1C=CC=CC=1, predict the reaction product. The product is: [CH2:24]([O:23][C:17]1[CH:18]=[CH:19][C:20]([F:22])=[CH:21][C:16]=1[CH2:15][OH:14])[C:25]1[CH:26]=[CH:27][CH:28]=[CH:29][CH:30]=1. (5) Given the reactants [C:1]([C:5]1[CH:10]=[CH:9][C:8]([OH:11])=[C:7]([C:12]([C:15]2[CH:20]=[CH:19][CH:18]=[CH:17][CH:16]=2)([CH3:14])[CH3:13])[CH:6]=1)([CH3:4])([CH3:3])[CH3:2].[Cl-].[Mg+2].[Cl-].[CH2:24]=[O:25].C(N(CC)CC)C, predict the reaction product. The product is: [C:1]([C:5]1[CH:10]=[C:9]([CH:24]=[O:25])[C:8]([OH:11])=[C:7]([C:12]([C:15]2[CH:16]=[CH:17][CH:18]=[CH:19][CH:20]=2)([CH3:14])[CH3:13])[CH:6]=1)([CH3:2])([CH3:3])[CH3:4]. (6) Given the reactants [CH2:1]([O:3][C:4]([C:6]1([NH:15][C:16](=[O:25])[C:17]2[CH:22]=[CH:21][CH:20]=[C:19]([CH3:23])[C:18]=2[OH:24])[CH2:14][C:13]2[C:8](=[CH:9][CH:10]=[CH:11][CH:12]=2)[CH2:7]1)=[O:5])[CH3:2].C([O-])([O-])=O.[Cs+].[Cs+].Br[CH2:33][CH:34]1[CH2:36][CH2:35]1, predict the reaction product. The product is: [CH2:1]([O:3][C:4]([C:6]1([NH:15][C:16](=[O:25])[C:17]2[CH:22]=[CH:21][CH:20]=[C:19]([CH3:23])[C:18]=2[O:24][CH2:33][CH:34]2[CH2:36][CH2:35]2)[CH2:7][C:8]2[C:13](=[CH:12][CH:11]=[CH:10][CH:9]=2)[CH2:14]1)=[O:5])[CH3:2]. (7) Given the reactants Cl[C:2]1[CH:11]=[CH:10][C:9]2[C:4](=[CH:5][CH:6]=[C:7]([OH:12])[CH:8]=2)[N:3]=1.[CH3:13][O:14][C:15]1[CH:16]=[C:17](B(O)O)[CH:18]=[CH:19][C:20]=1[C:21]([O:23]C)=[O:22].C([O-])(O)=O.[Na+], predict the reaction product. The product is: [OH:12][C:7]1[CH:8]=[C:9]2[C:4](=[CH:5][CH:6]=1)[N:3]=[C:2]([C:17]1[CH:18]=[CH:19][C:20]([C:21]([OH:23])=[O:22])=[C:15]([O:14][CH3:13])[CH:16]=1)[CH:11]=[CH:10]2. (8) Given the reactants [CH3:1][N:2]1[C:10]2[C@@:9]3([CH3:14])[C:11]([CH3:13])([CH3:12])[C@H:6]([CH2:7][CH2:8]3)[C:5]=2[C:4](=[O:15])[NH:3]1.[CH2:16](Br)[C:17]1[CH:22]=[CH:21][CH:20]=[CH:19][CH:18]=1, predict the reaction product. The product is: [CH2:16]([N:3]1[C:4](=[O:15])[C:5]2[C@@H:6]3[C:11]([CH3:12])([CH3:13])[C@@:9]([CH3:14])([CH2:8][CH2:7]3)[C:10]=2[N:2]1[CH3:1])[C:17]1[CH:22]=[CH:21][CH:20]=[CH:19][CH:18]=1.